From a dataset of Peptide-MHC class II binding affinity with 134,281 pairs from IEDB. Regression. Given a peptide amino acid sequence and an MHC pseudo amino acid sequence, predict their binding affinity value. This is MHC class II binding data. The peptide sequence is RLEDEMKEGRYEVRA. The MHC is HLA-DPA10301-DPB10402 with pseudo-sequence HLA-DPA10301-DPB10402. The binding affinity (normalized) is 0.0473.